This data is from Reaction yield outcomes from USPTO patents with 853,638 reactions. The task is: Predict the reaction yield, written as a fraction of the theoretical maximum amount of product (1.0 means a 100% yield; for example, 0.34 means a 34% yield). (1) The reactants are [Br:1][C:2]1[CH:20]=[C:19]([O:21][CH3:22])[CH:18]=[CH:17][C:3]=1[O:4]/[C:5](=[CH:11]\[C:12]([O:14]CC)=[O:13])/[C:6]([O:8]CC)=[O:7].[OH-].[Na+]. The catalyst is C(O)C.O. The product is [Br:1][C:2]1[CH:20]=[C:19]([O:21][CH3:22])[CH:18]=[CH:17][C:3]=1[O:4]/[C:5](=[CH:11]\[C:12]([OH:14])=[O:13])/[C:6]([OH:8])=[O:7]. The yield is 0.880. (2) The reactants are [O:1]1[CH2:3][C@@H:2]1[CH2:4][N:5]1[C:13](=[O:14])[C:12]2[C:7](=[CH:8][CH:9]=[CH:10][CH:11]=2)[C:6]1=[O:15].[N:16]([C:19]1[CH:24]=[CH:23][C:22]([N:25]2[CH2:30][CH2:29][O:28][CH2:27][C:26]2=[O:31])=[CH:21][CH:20]=1)=[C:17]=[O:18].[I-].[Mg+2].[I-].C(OCC)C. The catalyst is C(OCCCC)(=O)C. The product is [O:18]=[C:17]1[N:16]([C:19]2[CH:24]=[CH:23][C:22]([N:25]3[CH2:30][CH2:29][O:28][CH2:27][C:26]3=[O:31])=[CH:21][CH:20]=2)[CH2:3][C@H:2]([CH2:4][N:5]2[C:13](=[O:14])[C:12]3[C:7](=[CH:8][CH:9]=[CH:10][CH:11]=3)[C:6]2=[O:15])[O:1]1. The yield is 0.945. (3) The reactants are [Cl:1][C:2]1[CH:7]=[CH:6][CH:5]=[CH:4][C:3]=1[C:8]1[C:12]([C:13]2[N:17]([CH2:18][O:19][CH2:20][CH2:21][Si:22]([CH3:25])([CH3:24])[CH3:23])[CH:16]=[N:15][N:14]=2)=[CH:11][N:10]([C:26]2[C:31]([CH3:32])=[CH:30][N:29]=[C:28]([N:33](COCC[Si](C)(C)C)C(=O)C)[CH:27]=2)[N:9]=1.[OH-].[Na+]. The catalyst is CCO. The product is [Cl:1][C:2]1[CH:7]=[CH:6][CH:5]=[CH:4][C:3]=1[C:8]1[C:12]([C:13]2[N:17]([CH2:18][O:19][CH2:20][CH2:21][Si:22]([CH3:25])([CH3:24])[CH3:23])[CH:16]=[N:15][N:14]=2)=[CH:11][N:10]([C:26]2[C:31]([CH3:32])=[CH:30][N:29]=[C:28]([NH2:33])[CH:27]=2)[N:9]=1. The yield is 0.820.